From a dataset of Forward reaction prediction with 1.9M reactions from USPTO patents (1976-2016). Predict the product of the given reaction. (1) Given the reactants C([NH:8][C:9]1[CH:17]=[C:16]2[C:12]([C:13]([CH3:23])([CH3:22])[C:14](=[O:21])[N:15]2[CH:18]([CH3:20])[CH3:19])=[CH:11][CH:10]=1)C1C=CC=CC=1, predict the reaction product. The product is: [NH2:8][C:9]1[CH:17]=[C:16]2[C:12]([C:13]([CH3:23])([CH3:22])[C:14](=[O:21])[N:15]2[CH:18]([CH3:19])[CH3:20])=[CH:11][CH:10]=1. (2) The product is: [CH2:1]([N:4]1[C:16]2[CH:15]=[CH:14][C:13]([C:17](=[O:19])[CH2:18][C:20](=[O:22])[CH3:21])=[CH:12][C:11]=2[C:10]2[C:5]1=[CH:6][CH:7]=[CH:8][CH:9]=2)[CH2:2][CH3:3]. Given the reactants [CH2:1]([N:4]1[C:16]2[CH:15]=[CH:14][C:13]([C:17](=[O:19])[CH3:18])=[CH:12][C:11]=2[C:10]2[C:5]1=[CH:6][CH:7]=[CH:8][CH:9]=2)[CH2:2][CH3:3].[C:20](OCC)(=[O:22])[CH3:21].CC(C)([O-])C.[K+].Cl, predict the reaction product. (3) Given the reactants Br[C:2]1[CH:3]=[CH:4][C:5]2[O:11][CH2:10][CH2:9][N:8]3[CH:12]=[C:13]([C:15]4[N:19]([CH:20]([CH3:22])[CH3:21])[N:18]=[C:17]([CH3:23])[N:16]=4)[N:14]=[C:7]3[C:6]=2[CH:24]=1.[F:25][C:26]1[N:31]=[CH:30][C:29](B(O)O)=[CH:28][CH:27]=1, predict the reaction product. The product is: [F:25][C:26]1[N:31]=[CH:30][C:29]([C:2]2[CH:3]=[CH:4][C:5]3[O:11][CH2:10][CH2:9][N:8]4[CH:12]=[C:13]([C:15]5[N:19]([CH:20]([CH3:22])[CH3:21])[N:18]=[C:17]([CH3:23])[N:16]=5)[N:14]=[C:7]4[C:6]=3[CH:24]=2)=[CH:28][CH:27]=1.